This data is from Peptide-MHC class I binding affinity with 185,985 pairs from IEDB/IMGT. The task is: Regression. Given a peptide amino acid sequence and an MHC pseudo amino acid sequence, predict their binding affinity value. This is MHC class I binding data. (1) The binding affinity (normalized) is 0. The peptide sequence is DLNRMPTDM. The MHC is HLA-A02:01 with pseudo-sequence HLA-A02:01. (2) The peptide sequence is DSPIGPIML. The MHC is HLA-A11:01 with pseudo-sequence HLA-A11:01. The binding affinity (normalized) is 0.0847. (3) The peptide sequence is KLKKKSAFY. The MHC is HLA-A25:01 with pseudo-sequence HLA-A25:01. The binding affinity (normalized) is 0.0847.